This data is from Full USPTO retrosynthesis dataset with 1.9M reactions from patents (1976-2016). The task is: Predict the reactants needed to synthesize the given product. (1) Given the product [Cl:1][C:2]1[CH:3]=[C:4]([C:12]2[O:14][N:58]=[C:59]([C:60]3[C:61]([CH3:77])=[C:62]4[C:66](=[CH:67][CH:68]=3)[N:65]([CH2:69][CH2:70][CH2:71][C:72]([O:74][CH2:75][CH3:76])=[O:73])[N:64]=[CH:63]4)[N:78]=2)[CH:5]=[N:6][C:7]=1[O:8][CH:9]([CH3:10])[CH3:11], predict the reactants needed to synthesize it. The reactants are: [Cl:1][C:2]1[CH:3]=[C:4]([C:12]([OH:14])=O)[CH:5]=[N:6][C:7]=1[O:8][CH:9]([CH3:11])[CH3:10].C1CN([P+](ON2N=NC3C=CC=CC2=3)(N2CCCC2)N2CCCC2)CC1.F[P-](F)(F)(F)(F)F.CCN(C(C)C)C(C)C.O[NH:58][C:59](=[NH:78])[C:60]1[C:61]([CH3:77])=[C:62]2[C:66](=[CH:67][CH:68]=1)[N:65]([CH2:69][CH2:70][CH2:71][C:72]([O:74][CH2:75][CH3:76])=[O:73])[N:64]=[CH:63]2. (2) Given the product [CH3:28][O:27][C:20]1[CH:19]=[C:18]([CH:23]=[CH:22][C:21]=1[N+:24]([O-:26])=[O:25])[CH2:17][N:1]1[CH2:6][CH2:5][S:4](=[O:8])(=[O:7])[CH2:3][CH2:2]1, predict the reactants needed to synthesize it. The reactants are: [NH:1]1[CH2:6][CH2:5][S:4](=[O:8])(=[O:7])[CH2:3][CH2:2]1.C(N(CC)CC)C.Br[CH2:17][C:18]1[CH:23]=[CH:22][C:21]([N+:24]([O-:26])=[O:25])=[C:20]([O:27][CH3:28])[CH:19]=1. (3) Given the product [F:31][C:32]([F:37])([F:36])[C:33]([OH:35])=[O:34].[NH2:22][CH:18]1[CH2:19][CH2:20][CH2:21][N:16]([C:14]2[CH:13]=[CH:12][N:11]=[C:10]3[C@@H:32]([CH3:33])[C:8](=[O:27])[N:7]([CH2:6][C:5]4[CH:4]=[C:3]([CH:30]=[CH:29][CH:28]=4)[C:1]#[N:2])[C:15]=23)[CH2:17]1, predict the reactants needed to synthesize it. The reactants are: [C:1]([C:3]1[CH:4]=[C:5]([CH:28]=[CH:29][CH:30]=1)[CH2:6][N:7]1[C:15]2[C:10](=[N:11][CH:12]=[CH:13][C:14]=2[N:16]2[CH2:21][CH2:20][CH2:19][C@@H:18]([NH:22]C(=O)O)[CH2:17]2)N(C)[C:8]1=[O:27])#[N:2].[F:31][C:32]([F:37])([F:36])[C:33]([OH:35])=[O:34]. (4) Given the product [N:30]1[C:22]([NH:1][C@H:2]([C:4]2[N:8]([C:9]3[CH:10]=[C:11]([CH:14]=[CH:15][CH:16]=3)[C:12]#[N:13])[C:7]3[CH:17]=[CH:18][CH:19]=[CH:20][C:6]=3[N:5]=2)[CH3:3])=[C:23]2[C:27]([NH:26][CH:25]=[N:24]2)=[N:28][CH:29]=1, predict the reactants needed to synthesize it. The reactants are: [NH2:1][C@H:2]([C:4]1[N:8]([C:9]2[CH:10]=[C:11]([CH:14]=[CH:15][CH:16]=2)[C:12]#[N:13])[C:7]2[CH:17]=[CH:18][CH:19]=[CH:20][C:6]=2[N:5]=1)[CH3:3].Cl[C:22]1[N:30]=[CH:29][N:28]=[C:27]2[C:23]=1[N:24]=[CH:25][N:26]2C1CCCCO1.CCN(C(C)C)C(C)C. (5) Given the product [Br:8][C:9]1[CH:10]=[CH:11][C:12]([O:27][CH3:28])=[C:13]([CH:14]=1)[CH2:15][C:17]1[C:26]2[C:21](=[CH:22][CH:23]=[CH:24][CH:25]=2)[CH:20]=[CH:19][CH:18]=1, predict the reactants needed to synthesize it. The reactants are: FC(F)(F)C(O)=O.[Br:8][C:9]1[CH:10]=[CH:11][C:12]([O:27][CH3:28])=[C:13]([CH:15]([C:17]2[C:26]3[C:21](=[CH:22][CH:23]=[CH:24][CH:25]=3)[CH:20]=[CH:19][CH:18]=2)O)[CH:14]=1.[OH-].[Na+]. (6) Given the product [Cl:11][C:7]1[CH:8]=[CH:9][CH:10]=[C:2]([Cl:1])[C:3]=1[C:48]1[O:49][N:22]=[C:45]([C@H:33]2[C@:32]([C:27]3[CH:28]=[CH:29][C:30]([F:31])=[C:25]([F:24])[CH:26]=3)([OH:47])[CH2:37][CH2:36][N:35]([C:38]([O:40][C:41]([CH3:42])([CH3:43])[CH3:44])=[O:39])[CH2:34]2)[CH:46]=1, predict the reactants needed to synthesize it. The reactants are: [Cl:1][C:2]1[CH:10]=[CH:9][CH:8]=[C:7]([Cl:11])[C:3]=1C=NO.CC1C=CC(S([NH:22]Cl)(=O)=O)=CC=1.[F:24][C:25]1[CH:26]=[C:27]([C@@:32]2([OH:47])[CH2:37][CH2:36][N:35]([C:38]([O:40][C:41]([CH3:44])([CH3:43])[CH3:42])=[O:39])[CH2:34][C@@H:33]2[C:45]#[CH:46])[CH:28]=[CH:29][C:30]=1[F:31].[CH3:48][OH:49].